Dataset: Peptide-MHC class II binding affinity with 134,281 pairs from IEDB. Task: Regression. Given a peptide amino acid sequence and an MHC pseudo amino acid sequence, predict their binding affinity value. This is MHC class II binding data. (1) The peptide sequence is VLMEWLKTRPILSPLTKGIL. The MHC is HLA-DQA10102-DQB10602 with pseudo-sequence HLA-DQA10102-DQB10602. The binding affinity (normalized) is 0.386. (2) The peptide sequence is AALMMAVSLMVGVSI. The MHC is HLA-DPA10301-DPB10402 with pseudo-sequence HLA-DPA10301-DPB10402. The binding affinity (normalized) is 0.119. (3) The MHC is HLA-DQA10101-DQB10501 with pseudo-sequence HLA-DQA10101-DQB10501. The peptide sequence is AFSPEVIPMFSALSEGA. The binding affinity (normalized) is 0.380.